From a dataset of Full USPTO retrosynthesis dataset with 1.9M reactions from patents (1976-2016). Predict the reactants needed to synthesize the given product. (1) Given the product [CH3:8][C:4]1[CH:5]=[CH:6][CH:7]=[C:2]([CH3:1])[C:3]=1[NH:9][C:10](=[O:31])[CH2:11][N:12]1[CH2:17][CH2:16][N:15]([CH2:18][CH:19]([OH:30])[CH2:20][CH2:21][CH2:38][C:37]2[CH:40]=[CH:41][CH:34]=[CH:35][CH:36]=2)[CH2:14][CH2:13]1, predict the reactants needed to synthesize it. The reactants are: [CH3:1][C:2]1[CH:7]=[CH:6][CH:5]=[C:4]([CH3:8])[C:3]=1[NH:9][C:10](=[O:31])[CH2:11][N:12]1[CH2:17][CH2:16][N:15]([CH2:18][CH:19]([OH:30])[CH2:20][CH2:21]C2C=CC(OC)=CC=2)[CH2:14][CH2:13]1.CO[C:34]1[CH:41]=[CH:40][C:37]([CH2:38]Cl)=[CH:36][CH:35]=1. (2) Given the product [Cl:1][C:2]1[C:7]([F:8])=[C:6]([C:33]2[CH:32]=[CH:31][N:30]=[CH:29][C:28]=2[NH:11][CH3:10])[CH:5]=[CH:4][N:3]=1, predict the reactants needed to synthesize it. The reactants are: [Cl:1][C:2]1[C:7]([F:8])=[C:6](I)[CH:5]=[CH:4][N:3]=1.[CH3:10][N:11]([C:28]1[CH:29]=[N:30][CH:31]=[CH:32][C:33]=1N1CCCCC1C)C(=O)C1C=C(C(F)(F)F)C=C(C(F)(F)F)C=1. (3) The reactants are: [CH3:1][C:2]1([CH3:9])[NH:6][C:5](=[O:7])[NH:4][C:3]1=[O:8].[CH3:10]I. Given the product [CH3:10][N:4]1[C:3](=[O:8])[C:2]([CH3:9])([CH3:1])[NH:6][C:5]1=[O:7], predict the reactants needed to synthesize it.